Dataset: Forward reaction prediction with 1.9M reactions from USPTO patents (1976-2016). Task: Predict the product of the given reaction. (1) The product is: [Br:16][C:17]1[CH:24]=[C:23]([F:25])[CH:22]=[C:21]([N:8]2[N:7]=[CH:6][C:5]3[C:4]4[CH2:3][C:2]([CH3:15])([CH3:1])[CH2:13][C:12]=4[S:11][C:10]=3[C:9]2=[O:14])[C:18]=1[CH:19]=[O:20]. Given the reactants [CH3:1][C:2]1([CH3:15])[CH2:13][C:12]2[S:11][C:10]3[C:9](=[O:14])[NH:8][N:7]=[CH:6][C:5]=3[C:4]=2[CH2:3]1.[Br:16][C:17]1[CH:24]=[C:23]([F:25])[CH:22]=[C:21](Br)[C:18]=1[CH:19]=[O:20].N(CC(O)=O)C.C([O-])([O-])=O.[K+].[K+], predict the reaction product. (2) Given the reactants [Si]([O:18][C:19]1[CH:65]=[CH:64][C:22]([O:23][CH2:24][C@@H:25]([OH:63])[CH2:26][NH:27][CH2:28][CH2:29][C:30]2[CH:62]=[CH:61][C:33]([NH:34][CH:35]3[CH2:40][CH2:39][N:38]([C:41]([NH:43][CH2:44][C:45]4[CH:50]=[CH:49][C:48]([NH:51][C:52]([NH:54][CH2:55][CH2:56][CH2:57][CH2:58][CH2:59][CH3:60])=[O:53])=[CH:47][CH:46]=4)=[O:42])[CH2:37][CH2:36]3)=[CH:32][CH:31]=2)=[CH:21][CH:20]=1)(C(C)(C)C)(C1C=CC=CC=1)C1C=CC=CC=1, predict the reaction product. The product is: [CH2:55]([NH:54][C:52](=[O:53])[NH:51][C:48]1[CH:47]=[CH:46][C:45]([CH2:44][NH:43][C:41]([N:38]2[CH2:39][CH2:40][CH:35]([NH:34][C:33]3[CH:61]=[CH:62][C:30]([CH2:29][CH2:28][NH:27][CH2:26][C@H:25]([OH:63])[CH2:24][O:23][C:22]4[CH:21]=[CH:20][C:19]([OH:18])=[CH:65][CH:64]=4)=[CH:31][CH:32]=3)[CH2:36][CH2:37]2)=[O:42])=[CH:50][CH:49]=1)[CH2:56][CH2:57][CH2:58][CH2:59][CH3:60]. (3) Given the reactants [OH:1][C:2]1[CH:7]=[CH:6][C:5]([CH2:8][CH2:9][CH2:10][O:11][Si:12]([C:25]([CH3:28])([CH3:27])[CH3:26])([C:19]2[CH:24]=[CH:23][CH:22]=[CH:21][CH:20]=2)[C:13]2[CH:18]=[CH:17][CH:16]=[CH:15][CH:14]=2)=[CH:4][CH:3]=1.Br[CH2:30][C:31]([O:33][CH3:34])=[O:32].C(=O)([O-])[O-].[K+].[K+], predict the reaction product. The product is: [Si:12]([O:11][CH2:10][CH2:9][CH2:8][C:5]1[CH:4]=[CH:3][C:2]([O:1][CH2:30][C:31]([O:33][CH3:34])=[O:32])=[CH:7][CH:6]=1)([C:25]([CH3:28])([CH3:27])[CH3:26])([C:19]1[CH:24]=[CH:23][CH:22]=[CH:21][CH:20]=1)[C:13]1[CH:18]=[CH:17][CH:16]=[CH:15][CH:14]=1. (4) Given the reactants [Cl:1][C:2]1[CH:9]=[C:8]([NH:10][CH2:11][CH3:12])[C:5]([CH:6]=O)=[CH:4][N:3]=1.[CH3:13][O:14][C:15]1[CH:16]=[C:17]([CH:19]=[C:20]([O:22][CH3:23])[CH:21]=1)[NH2:18].C([BH3-])#N.[Na+].[C:28](O)(=O)[CH3:29], predict the reaction product. The product is: [CH2:28]([C:9]1[C:2]([Cl:1])=[N:3][CH:4]=[C:5]([CH2:6][NH:18][C:17]2[CH:19]=[C:20]([O:22][CH3:23])[CH:21]=[C:15]([O:14][CH3:13])[CH:16]=2)[C:8]=1[NH:10][CH2:11][CH3:12])[CH3:29].